Regression/Classification. Given a drug SMILES string, predict its absorption, distribution, metabolism, or excretion properties. Task type varies by dataset: regression for continuous measurements (e.g., permeability, clearance, half-life) or binary classification for categorical outcomes (e.g., BBB penetration, CYP inhibition). For this dataset (ppbr_az), we predict Y. From a dataset of Plasma protein binding rate (PPBR) regression data from AstraZeneca. (1) The drug is CN[C@@H](C)C(=O)N[C@H](C(=O)N[C@H]1CCCN([C@@H]2CCCc3ccccc32)C1)C1CCCCC1. The Y is 93.2 %. (2) The Y is 99.0 %. The molecule is CC(C)NC(=O)c1nn(-c2ccc(Cl)cc2)c(=O)c2c(N)scc12. (3) The drug is NC(=O)c1cnc(N[C@@H]2CCCC[C@@H]2N)nc1Nc1cccc(-n2nccn2)c1. The Y is 91.8 %. (4) The compound is COc1cc(OC)c(S(=O)(=O)NCc2ccccc2N2CCC(CO)CC2)cc1NC(C)=O. The Y is 87.4 %.